This data is from Cav3 T-type calcium channel HTS with 100,875 compounds. The task is: Binary Classification. Given a drug SMILES string, predict its activity (active/inactive) in a high-throughput screening assay against a specified biological target. (1) The molecule is Clc1c(S(=O)(=O)N2CCN(CC2)C(OCC)=O)cc(Cl)cc1. The result is 0 (inactive). (2) The compound is Brc1cn2c(NCC(OC)=O)c(nc2cc1)c1ncccc1. The result is 0 (inactive). (3) The compound is BrC1=C/C(=C/NN2CCN(CC2)Cc2ccc(cc2)C)C(=O)C=C1. The result is 0 (inactive). (4) The drug is S(=O)(=O)(Nc1cc(cc(c1)C)C)c1cc2[nH]c(=O)[nH]c2cc1. The result is 0 (inactive). (5) The drug is S(CC(=O)c1ccc(OC(F)F)cc1)c1n(C)cnn1. The result is 0 (inactive). (6) The drug is s1c(C2N(C(=O)C(O)=C2C(=O)C)CC#N)ccc1. The result is 0 (inactive). (7) The drug is Clc1c(C2Nc3c4c(N2)cccc4ccc3)cc([N+]([O-])=O)cc1. The result is 0 (inactive). (8) The drug is Clc1ccc(NC(=O)NNC(=O)CCC(=O)NCc2ccccc2)cc1. The result is 0 (inactive).